The task is: Predict the reactants needed to synthesize the given product.. This data is from Full USPTO retrosynthesis dataset with 1.9M reactions from patents (1976-2016). (1) Given the product [CH2:17]([O:16][C:15](=[O:19])[N:14]=[S:2]([CH2:4][C:5]1[CH:10]=[CH:9][CH:8]=[C:7]([NH2:11])[CH:6]=1)([CH3:1])=[O:3])[CH3:18], predict the reactants needed to synthesize it. The reactants are: [CH3:1][S:2](=[N:14][C:15](=[O:19])[O:16][CH2:17][CH3:18])([CH2:4][C:5]1[CH:10]=[CH:9][CH:8]=[C:7]([N+:11]([O-])=O)[CH:6]=1)=[O:3].[OH-].[Na+].[Cl-].[Na+]. (2) Given the product [N:7]1[CH:12]=[CH:11][CH:10]=[CH:9][C:8]=1[CH:13]=[N:2][NH:1][C:3]([S:5][CH3:6])=[S:4], predict the reactants needed to synthesize it. The reactants are: [NH:1]([C:3]([S:5][CH3:6])=[S:4])[NH2:2].[N:7]1[CH:12]=[CH:11][CH:10]=[CH:9][C:8]=1[CH:13]=O. (3) The reactants are: [O:1]1[CH2:5][CH2:4][O:3][CH:2]1[C:6]1[CH:11]=[CH:10][C:9]([CH:12]([C:20]([O:22][C:23]([CH3:26])([CH3:25])[CH3:24])=[O:21])[C:13]([O:15][C:16]([CH3:19])([CH3:18])[CH3:17])=[O:14])=[CH:8][C:7]=1[F:27].IC.[C:30](=O)([O-])[O-].[K+].[K+].O. Given the product [O:1]1[CH2:5][CH2:4][O:3][CH:2]1[C:6]1[CH:11]=[CH:10][C:9]([C:12]([CH3:30])([C:20]([O:22][C:23]([CH3:26])([CH3:25])[CH3:24])=[O:21])[C:13]([O:15][C:16]([CH3:17])([CH3:18])[CH3:19])=[O:14])=[CH:8][C:7]=1[F:27], predict the reactants needed to synthesize it. (4) Given the product [F:32][C:2]([F:1])([F:31])[C:3]1[CH:26]=[C:25]([C:27]([F:28])([F:30])[F:29])[CH:24]=[CH:23][C:4]=1[CH2:5][O:6][C:7]1[CH:12]=[CH:11][C:10](/[CH:13]=[C:14]2/[C:15]([NH:41][CH2:40][CH2:39][N:33]3[CH2:38][CH2:37][CH2:36][CH2:35][CH2:34]3)=[N:16][C:17](=[O:19])[S:18]/2)=[CH:9][C:8]=1[O:21][CH3:22], predict the reactants needed to synthesize it. The reactants are: [F:1][C:2]([F:32])([F:31])[C:3]1[CH:26]=[C:25]([C:27]([F:30])([F:29])[F:28])[CH:24]=[CH:23][C:4]=1[CH2:5][O:6][C:7]1[CH:12]=[CH:11][C:10](/[CH:13]=[C:14]2/[C:15](=S)[NH:16][C:17](=[O:19])[S:18]/2)=[CH:9][C:8]=1[O:21][CH3:22].[N:33]1([CH2:39][CH2:40][NH2:41])[CH2:38][CH2:37][CH2:36][CH2:35][CH2:34]1. (5) The reactants are: [CH2:1]([C:8]1[O:12][C:11]([C:13]2[CH:18]=[C:17]([F:19])[CH:16]=[CH:15][C:14]=2[F:20])=[N:10][C:9]=1[CH:21]=O)[C:2]1[CH:7]=[CH:6][CH:5]=[CH:4][CH:3]=1.[CH3:23][C:24]([S:27]([NH2:29])=[O:28])([CH3:26])[CH3:25]. Given the product [CH2:1]([C:8]1[O:12][C:11]([C:13]2[CH:18]=[C:17]([F:19])[CH:16]=[CH:15][C:14]=2[F:20])=[N:10][C:9]=1[CH:21]=[N:29][S:27]([C:24]([CH3:26])([CH3:25])[CH3:23])=[O:28])[C:2]1[CH:7]=[CH:6][CH:5]=[CH:4][CH:3]=1, predict the reactants needed to synthesize it. (6) Given the product [NH2:1][C:2]1[N:7]=[C:6]([NH2:8])[C:5]([O:9][CH2:29][CH2:28][CH2:27][O:26][C:24]2[C:23]3[C:18](=[CH:19][CH:20]=[CH:21][CH:22]=3)[N:17]=[C:16]([CH3:15])[CH:25]=2)=[C:4]([CH2:10][CH3:11])[N:3]=1, predict the reactants needed to synthesize it. The reactants are: [NH2:1][C:2]1[N:7]=[C:6]([NH2:8])[C:5]([OH:9])=[C:4]([CH2:10][CH3:11])[N:3]=1.O.[OH-].[Li+].[CH3:15][C:16]1[CH:25]=[C:24]([O:26][CH2:27][CH2:28][CH2:29]Br)[C:23]2[C:18](=[CH:19][CH:20]=[CH:21][CH:22]=2)[N:17]=1. (7) Given the product [Cl:60][C:57]1[CH:56]=[CH:55][C:54]([NH:53][C:51]2[N:50]([CH3:61])[C:49]3[CH:62]=[C:63]([O:67][CH3:66])[C:46]([O:45][C:8]4([C:6]([OH:7])=[O:5])[CH:13]=[CH:12][CH:11]=[CH:10][NH:9]4)=[CH:47][C:48]=3[N:52]=2)=[CH:59][CH:58]=1, predict the reactants needed to synthesize it. The reactants are: C([O:5][C:6]([C:8]1[CH:13]=[C:12](OC2C(OC)=CC(NC)=C(N)C=2)[CH:11]=[CH:10][N:9]=1)=[O:7])(C)(C)C.NC(N)=S.IC.C(OC(C1C=C([O:45][C:46]2[CH:63]=[CH:62][C:49]3[N:50]([CH3:61])[C:51]([NH:53][C:54]4[CH:59]=[CH:58][C:57]([Cl:60])=[CH:56][CH:55]=4)=[N:52][C:48]=3[CH:47]=2)C=CN=1)=O)(C)(C)C.FC(F)(F)[C:66](O)=[O:67]. (8) Given the product [C:39]([C:36]1([C:32]2[CH:31]=[C:30]([CH:35]=[CH:34][CH:33]=2)[C:29]([NH:28][C:24]2[CH:25]=[CH:26][CH:27]=[C:22]([O:21][C:6]3[CH:7]=[CH:8][C:9]4[N:4]([CH:3]=[C:2]([NH:1][C:48](=[O:53])[C:49]([F:50])([F:51])[F:52])[N:10]=4)[CH:5]=3)[CH:23]=2)=[O:41])[CH2:38][CH2:37]1)#[N:40], predict the reactants needed to synthesize it. The reactants are: [NH2:1][C:2](=O)[CH2:3][N:4]1[C:9](=[N:10]S(C2C=CC(C)=CC=2)(=O)=O)[CH:8]=[CH:7][C:6]([O:21][C:22]2[CH:23]=[C:24]([NH:28][C:29](=[O:41])[C:30]3[CH:35]=[CH:34][CH:33]=[C:32]([C:36]4([C:39]#[N:40])[CH2:38][CH2:37]4)[CH:31]=3)[CH:25]=[CH:26][CH:27]=2)=[CH:5]1.[F:50][C:49]([F:52])([F:51])[C:48](O[C:48](=[O:53])[C:49]([F:52])([F:51])[F:50])=[O:53].O. (9) Given the product [CH2:31]([O:30][C:28](=[O:29])[C:27](=[O:33])[CH2:2][C:1]([C:4]1[CH:5]=[C:6]2[C:10](=[CH:11][CH:12]=1)[N:9]([CH3:13])[C:8]1[N:14]([CH3:26])[C:15](=[O:25])[C:16]([C:18]3[CH:19]=[CH:20][C:21]([Br:24])=[CH:22][CH:23]=3)=[CH:17][C:7]2=1)=[O:3])[CH3:32], predict the reactants needed to synthesize it. The reactants are: [C:1]([C:4]1[CH:5]=[C:6]2[C:10](=[CH:11][CH:12]=1)[N:9]([CH3:13])[C:8]1[N:14]([CH3:26])[C:15](=[O:25])[C:16]([C:18]3[CH:23]=[CH:22][C:21]([Br:24])=[CH:20][CH:19]=3)=[CH:17][C:7]2=1)(=[O:3])[CH3:2].[C:27](OCC)(=[O:33])[C:28]([O:30][CH2:31][CH3:32])=[O:29].